This data is from NCI-60 drug combinations with 297,098 pairs across 59 cell lines. The task is: Regression. Given two drug SMILES strings and cell line genomic features, predict the synergy score measuring deviation from expected non-interaction effect. (1) Drug 1: COC1=C2C(=CC3=C1OC=C3)C=CC(=O)O2. Drug 2: CC(C)CN1C=NC2=C1C3=CC=CC=C3N=C2N. Cell line: HS 578T. Synergy scores: CSS=4.52, Synergy_ZIP=-1.12, Synergy_Bliss=-6.43, Synergy_Loewe=-1.71, Synergy_HSA=-5.90. (2) Drug 1: COC1=C(C=C2C(=C1)N=CN=C2NC3=CC(=C(C=C3)F)Cl)OCCCN4CCOCC4. Drug 2: C(CCl)NC(=O)N(CCCl)N=O. Cell line: KM12. Synergy scores: CSS=14.3, Synergy_ZIP=-3.45, Synergy_Bliss=-2.40, Synergy_Loewe=-10.9, Synergy_HSA=-2.17.